Dataset: Full USPTO retrosynthesis dataset with 1.9M reactions from patents (1976-2016). Task: Predict the reactants needed to synthesize the given product. Given the product [C:1]([N:6]1[CH:10]2[CH2:11][CH2:12][CH:7]1[CH:8]([C:13]([OH:15])=[O:14])[CH2:9]2)([O:3][CH3:4])=[O:2], predict the reactants needed to synthesize it. The reactants are: [C:1]([N:6]1[CH:10]2[CH2:11][CH2:12][CH:7]1[CH:8]([C:13]([O:15]CC)=[O:14])[CH2:9]2)([O:3][CH2:4]C)=[O:2].C1COCC1.[Li+].[OH-].